Dataset: Forward reaction prediction with 1.9M reactions from USPTO patents (1976-2016). Task: Predict the product of the given reaction. (1) Given the reactants CS(C)=O.C(Cl)(=O)C(Cl)=O.[CH2:11]([N:18]([C@@H:26]([CH3:29])[CH2:27][OH:28])[CH2:19][C:20]1[CH:25]=[CH:24][CH:23]=[CH:22][CH:21]=1)[C:12]1[CH:17]=[CH:16][CH:15]=[CH:14][CH:13]=1.CCN(CC)CC, predict the reaction product. The product is: [CH2:19]([N:18]([C@@H:26]([CH3:29])[CH:27]=[O:28])[CH2:11][C:12]1[CH:17]=[CH:16][CH:15]=[CH:14][CH:13]=1)[C:20]1[CH:25]=[CH:24][CH:23]=[CH:22][CH:21]=1. (2) Given the reactants Cl.Cl.Cl.[O:4]1[C:8]2[CH:9]=[CH:10][CH:11]=[C:12]([N:13]3[CH2:18][CH2:17][N:16]([CH2:19][CH2:20][C@H:21]4[CH2:26][CH2:25][C@H:24]([NH2:27])[CH2:23][CH2:22]4)[CH2:15][CH2:14]3)[C:7]=2[O:6][CH2:5]1.[CH3:28][N:29]1[CH2:34][CH2:33][N:32]([CH2:35][C:36](O)=[O:37])[CH2:31][CH2:30]1, predict the reaction product. The product is: [O:4]1[C:8]2[CH:9]=[CH:10][CH:11]=[C:12]([N:13]3[CH2:18][CH2:17][N:16]([CH2:19][CH2:20][C@H:21]4[CH2:26][CH2:25][C@H:24]([NH:27][C:36](=[O:37])[CH2:35][N:32]5[CH2:33][CH2:34][N:29]([CH3:28])[CH2:30][CH2:31]5)[CH2:23][CH2:22]4)[CH2:15][CH2:14]3)[C:7]=2[O:6][CH2:5]1. (3) The product is: [CH:7]([N:6]1[C:2]2[N:1]=[C:30]3[CH:24]([CH3:25])[N:23]([CH3:21])[CH2:32][CH2:31][N:15]3[C:13](=[O:14])[C:3]=2[CH:4]=[N:5]1)([CH3:8])[CH3:12]. Given the reactants [NH2:1][C:2]1[N:6]([C:7]2[CH:12]=CC=C[CH:8]=2)[N:5]=[CH:4][C:3]=1[C:13]([NH2:15])=[O:14].C(O[C:21]([NH:23][CH:24]([CH3:30])[C:25](OCC)=O)=O)(C)(C)C.[C:31](OC(NCC(OCC)=O)=O)(C)(C)[CH3:32], predict the reaction product. (4) Given the reactants [CH3:1][N:2]([CH3:19])[C:3]1([C:14]2[S:15][CH:16]=[CH:17][CH:18]=2)[CH2:13][CH2:12][C:6]2([CH2:10][NH:9][C:8](=[O:11])[CH2:7]2)[CH2:5][CH2:4]1.[CH3:20]C([O-])(C)C.[K+].CI, predict the reaction product. The product is: [CH3:1][N:2]([CH3:19])[C:3]1([C:14]2[S:15][CH:16]=[CH:17][CH:18]=2)[CH2:13][CH2:12][C:6]2([CH2:7][C:8](=[O:11])[N:9]([CH3:20])[CH2:10]2)[CH2:5][CH2:4]1. (5) Given the reactants [F:1][C:2]([F:21])([F:20])[C:3]([NH:5][CH:6]1[C:14]2[C:9](=[CH:10][CH:11]=[C:12]([O:15][CH:16]([CH3:18])[CH3:17])[CH:13]=2)[C:8](=[O:19])[CH2:7]1)=[O:4].CCC(C)[BH-](C(C)CC)C(C)CC.[Li+], predict the reaction product. The product is: [F:1][C:2]([F:20])([F:21])[C:3]([NH:5][C@H:6]1[C:14]2[C:9](=[CH:10][CH:11]=[C:12]([O:15][CH:16]([CH3:17])[CH3:18])[CH:13]=2)[C@@H:8]([OH:19])[CH2:7]1)=[O:4]. (6) Given the reactants [Cl:1][C:2]1[CH:39]=[C:38]([CH3:40])[CH:37]=[CH:36][C:3]=1[O:4][C:5]1[C:14]2[C:13](=[O:15])[N:12]([CH2:16][C:17]3[CH:22]=[CH:21][C:20]([O:23][CH3:24])=[CH:19][CH:18]=3)C(=O)[N:10]([C:26]3[CH:31]=[CH:30][C:29]([I:32])=[CH:28][C:27]=3[F:33])[C:9]=2[N:8]([CH3:34])[C:7](=[O:35])[CH:6]=1.[OH-].[Li+].C(OCC)(=O)C, predict the reaction product. The product is: [Cl:1][C:2]1[CH:39]=[C:38]([CH3:40])[CH:37]=[CH:36][C:3]=1[O:4][C:5]1[C:14]([C:13]([NH:12][CH2:16][C:17]2[CH:22]=[CH:21][C:20]([O:23][CH3:24])=[CH:19][CH:18]=2)=[O:15])=[C:9]([NH:10][C:26]2[CH:31]=[CH:30][C:29]([I:32])=[CH:28][C:27]=2[F:33])[N:8]([CH3:34])[C:7](=[O:35])[CH:6]=1.